Dataset: Full USPTO retrosynthesis dataset with 1.9M reactions from patents (1976-2016). Task: Predict the reactants needed to synthesize the given product. (1) Given the product [C:13]([O:12][C:10]([N:17]1[CH2:22][CH2:21][N:20]([C:2]2[N:1]=[C:8]([Cl:9])[N:7]=[C:5]([Cl:6])[N:4]=2)[CH2:19][CH2:18]1)=[O:11])([CH3:16])([CH3:14])[CH3:15], predict the reactants needed to synthesize it. The reactants are: [N:1]1[C:8]([Cl:9])=[N:7][C:5]([Cl:6])=[N:4][C:2]=1Cl.[C:10]([N:17]1[CH2:22][CH2:21][NH:20][CH2:19][CH2:18]1)([O:12][C:13]([CH3:16])([CH3:15])[CH3:14])=[O:11].C([O-])(O)=O.[Na+]. (2) Given the product [ClH:23].[C:21]([C:18]1[CH:17]=[CH:16][C:15]([O:14][CH:11]2[CH2:12][CH2:13][NH:8][CH2:9][CH2:10]2)=[CH:20][CH:19]=1)#[N:22], predict the reactants needed to synthesize it. The reactants are: C(OC([N:8]1[CH2:13][CH2:12][CH:11]([O:14][C:15]2[CH:20]=[CH:19][C:18]([C:21]#[N:22])=[CH:17][CH:16]=2)[CH2:10][CH2:9]1)=O)(C)(C)C.[ClH:23]. (3) Given the product [CH3:1][S:2][C:3]1[CH:4]=[CH:5][C:6](/[CH:9]=[CH:10]/[C:11]2[CH:20]=[CH:19][C:14]([C:15]([OH:17])=[O:16])=[CH:13][N:12]=2)=[CH:7][CH:8]=1, predict the reactants needed to synthesize it. The reactants are: [CH3:1][S:2][C:3]1[CH:8]=[CH:7][C:6](/[CH:9]=[CH:10]/[C:11]2[CH:20]=[CH:19][C:14]([C:15]([O:17]C)=[O:16])=[CH:13][N:12]=2)=[CH:5][CH:4]=1.[OH-].[Na+].